From a dataset of Reaction yield outcomes from USPTO patents with 853,638 reactions. Predict the reaction yield, written as a fraction of the theoretical maximum amount of product (1.0 means a 100% yield; for example, 0.34 means a 34% yield). The reactants are [F:1][C:2]1[CH:3]=[C:4]([CH:7]=[C:8]([O:11]C)[C:9]=1[OH:10])[CH:5]=[O:6].B(Br)(Br)Br. The catalyst is ClCCl. The product is [F:1][C:2]1[CH:3]=[C:4]([CH:7]=[C:8]([OH:11])[C:9]=1[OH:10])[CH:5]=[O:6]. The yield is 0.890.